From a dataset of Catalyst prediction with 721,799 reactions and 888 catalyst types from USPTO. Predict which catalyst facilitates the given reaction. (1) The catalyst class is: 2. Reactant: Cl.[S:2]1[C:10]2[CH2:9][CH2:8][NH:7][CH2:6][C:5]=2[CH:4]=[C:3]1[CH:11]=[O:12].[C:13](Cl)(=[O:15])[CH3:14]. Product: [C:13]([N:7]1[CH2:8][CH2:9][C:10]2[S:2][C:3]([CH:11]=[O:12])=[CH:4][C:5]=2[CH2:6]1)(=[O:15])[CH3:14]. (2) Reactant: CCN(C(C)C)C(C)C.Cl.Cl.[C:12]1([C:18]2[C:19]([N:27]3[CH2:32][CH2:31][NH:30][CH2:29][CH2:28]3)=[C:20]3[CH:26]=[N:25][NH:24][C:21]3=[N:22][CH:23]=2)[CH:17]=[CH:16][CH:15]=[CH:14][CH:13]=1.[C:33]([O:37][C:38]([N:40]([CH:53]([CH3:55])[CH3:54])[CH2:41][C@H:42]([C:46]1[CH:51]=[CH:50][C:49]([Cl:52])=[CH:48][CH:47]=1)[C:43](O)=[O:44])=[O:39])([CH3:36])([CH3:35])[CH3:34]. Product: [Cl:52][C:49]1[CH:50]=[CH:51][C:46]([C@H:42]([C:43](=[O:44])[N:30]2[CH2:29][CH2:28][N:27]([C:19]3[C:18]([C:12]4[CH:13]=[CH:14][CH:15]=[CH:16][CH:17]=4)=[CH:23][N:22]=[C:21]4[NH:24][N:25]=[CH:26][C:20]=34)[CH2:32][CH2:31]2)[CH2:41][N:40]([CH:53]([CH3:54])[CH3:55])[C:38](=[O:39])[O:37][C:33]([CH3:35])([CH3:34])[CH3:36])=[CH:47][CH:48]=1. The catalyst class is: 2. (3) Reactant: [O:1]=[C:2]1[C:7]2[C:8]([C:11]([OH:13])=O)=[CH:9][O:10][C:6]=2[CH2:5][CH2:4][NH:3]1.F[P-](F)(F)(F)(F)F.N1(OC(N(C)C)=[N+](C)C)C2N=CC=CC=2N=N1.C(N(CC)CC)C.[CH3:45][N:46]1[CH:54]=[C:53]2[C:48]([CH:49]=[CH:50][C:51]([NH2:55])=[CH:52]2)=[N:47]1. Product: [CH3:45][N:46]1[CH:54]=[C:53]2[C:48]([CH:49]=[CH:50][C:51]([NH:55][C:11]([C:8]3[C:7]4[C:2](=[O:1])[NH:3][CH2:4][CH2:5][C:6]=4[O:10][CH:9]=3)=[O:13])=[CH:52]2)=[N:47]1. The catalyst class is: 9. (4) Product: [C:25]([C:27]1[CH:32]=[CH:31][C:30]([NH:33]/[C:13](=[C:6]2\[C:5](=[O:23])[NH:4][C:12]3[C:7]\2=[CH:8][CH:9]=[CH:10][CH:11]=3)/[C:14]2[CH:15]=[CH:16][CH:17]=[CH:18][CH:19]=2)=[CH:29][CH:28]=1)(=[O:26])[CH3:24]. The catalyst class is: 121. Reactant: C([N:4]1[C:12]2[C:7](=[CH:8][CH:9]=[CH:10][CH:11]=2)[C:6](=[C:13](OCC)[C:14]2[CH:19]=[CH:18][CH:17]=[CH:16][CH:15]=2)[C:5]1=[O:23])(=O)C.[CH3:24][C:25]([C:27]1[CH:32]=[CH:31][C:30]([NH2:33])=[CH:29][CH:28]=1)=[O:26].[OH-].[Na+]. (5) The catalyst class is: 5. Reactant: [Cl:1][C:2]1[CH:3]=[C:4]([C@@H:8]([O:14]C(=O)N)[CH2:9][C:10]([N:12]=[O:13])=[O:11])[CH:5]=[CH:6][CH:7]=1.ClC1C=C([C@H](O)CO)C=CC=1. Product: [Cl:1][C:2]1[CH:3]=[C:4]([C@@H:8]([OH:14])[CH2:9][C:10]([N:12]=[O:13])=[O:11])[CH:5]=[CH:6][CH:7]=1. (6) Reactant: [NH:1]1[C:10]2[C:5](=[CH:6][CH:7]=[C:8]([NH:11][C:12]([C:14]3[CH:19]=[CH:18][C:17]([C:20]4[CH:25]=[CH:24][CH:23]=[CH:22][CH:21]=4)=[CH:16][CH:15]=3)=[O:13])[CH:9]=2)[CH2:4][CH2:3][CH2:2]1.C(=O)([O-])[O-].[K+].[K+].[I-].[K+].Cl[CH2:35][CH2:36][O:37][CH2:38][CH2:39][CH3:40]. Product: [CH2:38]([O:37][CH2:36][CH2:35][N:1]1[C:10]2[C:5](=[CH:6][CH:7]=[C:8]([NH:11][C:12]([C:14]3[CH:19]=[CH:18][C:17]([C:20]4[CH:21]=[CH:22][CH:23]=[CH:24][CH:25]=4)=[CH:16][CH:15]=3)=[O:13])[CH:9]=2)[CH2:4][CH2:3][CH2:2]1)[CH2:39][CH3:40]. The catalyst class is: 3.